This data is from Reaction yield outcomes from USPTO patents with 853,638 reactions. The task is: Predict the reaction yield, written as a fraction of the theoretical maximum amount of product (1.0 means a 100% yield; for example, 0.34 means a 34% yield). (1) The reactants are [NH2:1][C@@H:2]1[CH2:7][CH2:6][C@H:5]([C:8]([OH:10])=[O:9])[CH2:4][CH2:3]1.[C:11](=[O:14])([O-])[O-:12].[Na+].[Na+].C(O)(=O)[CH2:18][C:19]([CH2:24]C(O)=O)([C:21](O)=O)O. The catalyst is O1CCOCC1. The product is [CH3:18][C:19]([CH3:24])([O:12][C:11]([NH:1][C@@H:2]1[CH2:7][CH2:6][C@H:5]([C:8]([OH:10])=[O:9])[CH2:4][CH2:3]1)=[O:14])[CH3:21]. The yield is 0.718. (2) The reactants are [Br:1][C:2]1[CH:7]=[CH:6][N:5]2[N:8]=[C:9]([NH2:11])[N:10]=[C:4]2[CH:3]=1.C(N(C(C)C)CC)(C)C.[C:21](OC(=O)C)(=[O:23])[CH3:22]. The catalyst is CN(C1C=CN=CC=1)C.C1COCC1. The product is [Br:1][C:2]1[CH:7]=[CH:6][N:5]2[N:8]=[C:9]([NH:11][C:21](=[O:23])[CH3:22])[N:10]=[C:4]2[CH:3]=1. The yield is 0.950. (3) The reactants are [Li+].[CH3:2][C:3]([O-:6])([CH3:5])[CH3:4].[Cl:7][C:8]1[CH:16]=[C:15]([N+:17]([O-:19])=[O:18])[CH:14]=[CH:13][C:9]=1[C:10](Cl)=[O:11]. The catalyst is O1CCCC1. The product is [Cl:7][C:8]1[CH:16]=[C:15]([N+:17]([O-:19])=[O:18])[CH:14]=[CH:13][C:9]=1[C:10]([O:6][C:3]([CH3:5])([CH3:4])[CH3:2])=[O:11]. The yield is 0.880. (4) The reactants are Br[C:2]1([Cl:14])[CH2:7][CH:6]=[CH:5][CH:4]=[C:3]1[C:8]1[CH:13]=[CH:12][CH:11]=[CH:10][CH:9]=1.[Li]CCCC.CCCCCC.CON(C)[C:29]([C@@H:31]1[CH2:36][CH2:35][CH2:34][N:33]([C:37]([O:39][C:40]([CH3:43])([CH3:42])[CH3:41])=[O:38])[CH2:32]1)=[O:30]. The catalyst is C1COCC1. The product is [C:40]([O:39][C:37]([N:33]1[CH2:34][CH2:35][CH2:36][C@@H:31]([C:29](=[O:30])[C:9]2[CH:10]=[CH:11][CH:12]=[CH:13][C:8]=2[C:3]2[CH:4]=[CH:5][CH:6]=[CH:7][C:2]=2[Cl:14])[CH2:32]1)=[O:38])([CH3:43])([CH3:42])[CH3:41]. The yield is 0.550. (5) The reactants are [Br:1][C:2]1[CH:3]=[C:4]([C:16]([OH:18])=O)[C:5]2[CH:6]=[N:7][N:8]([CH:11]3[CH2:15][CH2:14][CH2:13][CH2:12]3)[C:9]=2[CH:10]=1.C1CN([P+](ON2N=NC3C=CC=CC2=3)(N2CCCC2)N2CCCC2)CC1.F[P-](F)(F)(F)(F)F.[NH2:52][CH2:53][C:54]1[C:55](=[O:70])[NH:56][C:57]([CH3:69])=[CH:58][C:59]=1[CH2:60][O:61][Si](C(C)(C)C)(C)C.O. The catalyst is CS(C)=O. The product is [Br:1][C:2]1[CH:3]=[C:4]([C:16]([NH:52][CH2:53][C:54]2[C:55](=[O:70])[NH:56][C:57]([CH3:69])=[CH:58][C:59]=2[CH2:60][OH:61])=[O:18])[C:5]2[CH:6]=[N:7][N:8]([CH:11]3[CH2:12][CH2:13][CH2:14][CH2:15]3)[C:9]=2[CH:10]=1. The yield is 0.409. (6) The reactants are [CH3:1][C:2]([CH3:10])([C:4](=[S:9])[C:5]([CH3:8])([CH3:7])[CH3:6])[CH3:3].[CH2:11]([Mg]Br)[CH:12]=[CH2:13]. The catalyst is CCOCC. The product is [C:2]([C:4]([SH:9])([CH2:13][CH:12]=[CH2:11])[C:5]([CH3:8])([CH3:7])[CH3:6])([CH3:10])([CH3:3])[CH3:1]. The yield is 0.850.